This data is from Forward reaction prediction with 1.9M reactions from USPTO patents (1976-2016). The task is: Predict the product of the given reaction. Given the reactants [Cl:1][C:2]1[CH:3]=[C:4]([CH:7]=[CH:8][C:9]=1[C:10]([F:13])([F:12])[F:11])[CH2:5]Br.[Br:14][C:15]1[C:20]([F:21])=[CH:19][C:18]([OH:22])=[C:17]([F:23])[CH:16]=1.C(=O)([O-])[O-].[K+].[K+], predict the reaction product. The product is: [Br:14][C:15]1[CH:16]=[C:17]([F:23])[C:18]([O:22][CH2:5][C:4]2[CH:7]=[CH:8][C:9]([C:10]([F:13])([F:12])[F:11])=[C:2]([Cl:1])[CH:3]=2)=[CH:19][C:20]=1[F:21].